Dataset: Catalyst prediction with 721,799 reactions and 888 catalyst types from USPTO. Task: Predict which catalyst facilitates the given reaction. (1) Reactant: C([O:7][CH:8]1[CH2:11][CH:10]([O:12][Si:13]([C:16]([CH3:19])([CH3:18])[CH3:17])([CH3:15])[CH3:14])[CH2:9]1)(=O)C(C)(C)C.[H-].C([Al+]CC(C)C)C(C)C. Product: [Si:13]([O:12][CH:10]1[CH2:11][CH:8]([OH:7])[CH2:9]1)([C:16]([CH3:19])([CH3:18])[CH3:17])([CH3:15])[CH3:14]. The catalyst class is: 1. (2) Reactant: CC(OC(/N=N/C(OC(C)(C)C)=O)=O)(C)C.[OH:17][C:18]1[CH:27]=[C:26]([O:28][CH3:29])[CH:25]=[C:24]2[C:19]=1[C:20](=[O:38])[N:21](COC(=O)C(C)(C)C)[CH:22]=[N:23]2.[C:39]([O:43][C:44]([N:46]1[CH2:51][CH2:50][CH:49](O)[CH2:48][CH2:47]1)=[O:45])([CH3:42])([CH3:41])[CH3:40].C1(P(C2C=CC=CC=2)C2C=CC=CC=2)C=CC=CC=1.N. Product: [C:39]([O:43][C:44]([N:46]1[CH2:51][CH2:50][CH:49]([O:17][C:18]2[CH:27]=[C:26]([O:28][CH3:29])[CH:25]=[C:24]3[C:19]=2[C:20](=[O:38])[NH:21][CH:22]=[N:23]3)[CH2:48][CH2:47]1)=[O:45])([CH3:42])([CH3:40])[CH3:41]. The catalyst class is: 61. (3) Reactant: [CH3:1][N:2]([CH:13]1[CH2:18][CH2:17][NH:16][CH2:15][CH2:14]1)[C:3](=[O:12])[O:4][CH2:5][C:6]1[CH:11]=[CH:10][CH:9]=[CH:8][CH:7]=1.Br[C:20]1[CH:21]=[CH:22][C:23]([N:26]([CH3:28])[CH3:27])=[N:24][CH:25]=1. Product: [CH3:27][N:26]([CH3:28])[C:23]1[N:24]=[CH:25][C:20]([N:16]2[CH2:15][CH2:14][CH:13]([N:2]([CH3:1])[C:3](=[O:12])[O:4][CH2:5][C:6]3[CH:11]=[CH:10][CH:9]=[CH:8][CH:7]=3)[CH2:18][CH2:17]2)=[CH:21][CH:22]=1. The catalyst class is: 101. (4) Reactant: [H-].[Na+].[CH3:3]I.[Br:5][CH2:6][CH2:7][C:8]1[C:16]2[C:11](=[CH:12][CH:13]=[CH:14][CH:15]=2)[NH:10][CH:9]=1. Product: [Br:5][CH2:6][CH2:7][C:8]1[C:16]2[C:11](=[CH:12][CH:13]=[CH:14][CH:15]=2)[N:10]([CH3:3])[CH:9]=1. The catalyst class is: 1. (5) Reactant: Cl.[F:2][C:3]1[CH:8]=[CH:7][C:6]([NH:9][NH2:10])=[CH:5][CH:4]=1.[C:11]([CH2:14][C:15](=O)[CH3:16])(=O)[CH3:12]. Product: [F:2][C:3]1[CH:8]=[CH:7][C:6]([N:9]2[C:15]([CH3:16])=[CH:14][C:11]([CH3:12])=[N:10]2)=[CH:5][CH:4]=1. The catalyst class is: 8. (6) Reactant: C[O:2][C:3]1[CH:8]=[CH:7][CH:6]=[CH:5][C:4]=1[CH2:9][C@H:10]([NH2:32])[CH2:11][NH:12][C:13]1[C:14]2[C:27]3[CH2:28][CH2:29][CH2:30][CH2:31][C:26]=3[S:25][C:15]=2[N:16]=[C:17]([C:19]2[CH:24]=[CH:23][N:22]=[CH:21][CH:20]=2)[N:18]=1.B(Br)(Br)Br. Product: [NH2:32][C@H:10]([CH2:11][NH:12][C:13]1[C:14]2[C:27]3[CH2:28][CH2:29][CH2:30][CH2:31][C:26]=3[S:25][C:15]=2[N:16]=[C:17]([C:19]2[CH:20]=[CH:21][N:22]=[CH:23][CH:24]=2)[N:18]=1)[CH2:9][C:4]1[CH:5]=[CH:6][CH:7]=[CH:8][C:3]=1[OH:2]. The catalyst class is: 2. (7) Reactant: [F:1][C:2]1[CH:7]=[CH:6][C:5]([NH:8][C:9]([N:11]2[CH2:15][CH2:14][CH2:13][CH2:12]2)=[O:10])=[CH:4][C:3]=1[C:16]1[N:17]=[C:18]2[N:23]=[CH:22][C:21]([NH:24][C:25](=O)[O:26]C(C)(C)C)=[CH:20][N:19]2[CH:32]=1.[F:33][C:34]([F:39])([F:38])C(O)=O. Product: [F:1][C:2]1[CH:7]=[CH:6][C:5]([NH:8][C:9]([N:11]2[CH2:12][CH2:13][CH2:14][CH2:15]2)=[O:10])=[CH:4][C:3]=1[C:16]1[N:17]=[C:18]2[N:23]=[CH:22][C:21]([NH:24][C:25](=[O:26])[C:34]([F:39])([F:38])[F:33])=[CH:20][N:19]2[CH:32]=1. The catalyst class is: 2.